This data is from Reaction yield outcomes from USPTO patents with 853,638 reactions. The task is: Predict the reaction yield, written as a fraction of the theoretical maximum amount of product (1.0 means a 100% yield; for example, 0.34 means a 34% yield). (1) The reactants are [F:1][C:2]1[CH:9]=[CH:8][C:5]([CH:6]=O)=[CH:4][CH:3]=1.[F:10][C:11]1[CH:19]=[C:18]2[C:14]([CH2:15][O:16][C:17]2=[O:20])=[C:13](/[N:21]=[CH:22]/[C:23]2[N:24]([CH3:28])[CH:25]=[CH:26][N:27]=2)[CH:12]=1.[O-:29][CH2:30][CH3:31].[Na+].C(O)C. The catalyst is C(OCC)(=O)CC. The product is [F:10][C:11]1[CH:19]=[C:18]([C:17]([O:16][CH2:15][CH3:14])=[O:20])[C:31]2[C:30](=[O:29])[CH:6]([C:5]3[CH:8]=[CH:9][C:2]([F:1])=[CH:3][CH:4]=3)[CH:22]([C:23]3[N:24]([CH3:28])[CH:25]=[CH:26][N:27]=3)[NH:21][C:13]=2[CH:12]=1. The yield is 0.240. (2) The reactants are [CH3:1][C:2]1([C:5]#[C:6][C:7]2[CH:13]=[C:12]([N+:14]([O-:16])=[O:15])[CH:11]=[CH:10][C:8]=2[NH2:9])[CH2:4][CH2:3]1.N1C=CC=CC=1.[C:23](Cl)(=[O:27])[CH2:24][CH2:25][CH3:26]. The catalyst is C(Cl)Cl. The product is [CH3:1][C:2]1([C:5]#[C:6][C:7]2[CH:13]=[C:12]([N+:14]([O-:16])=[O:15])[CH:11]=[CH:10][C:8]=2[NH:9][C:23](=[O:27])[CH2:24][CH2:25][CH3:26])[CH2:4][CH2:3]1. The yield is 0.820. (3) The reactants are [NH2:1][C:2]1[C:3]([C:16]([OH:18])=O)=[N:4][C:5]([C:8]2[C:13]([F:14])=[CH:12][CH:11]=[CH:10][C:9]=2[F:15])=[CH:6][N:7]=1.CN(C(ON1N=NC2C=CC=NC1=2)=[N+](C)C)C.F[P-](F)(F)(F)(F)F.CCN(C(C)C)C(C)C.[C:52]([O:55][CH:56]1[C:60]2=[N:61][CH:62]=[C:63]([NH2:79])[C:64]([N:65]3[CH2:70][CH2:69][CH2:68][C@H:67]([NH:71][C:72]([O:74][C:75]([CH3:78])([CH3:77])[CH3:76])=[O:73])[CH2:66]3)=[C:59]2[CH2:58][CH2:57]1)(=[O:54])[CH3:53]. The catalyst is ClCCCl. The product is [C:52]([O:55][CH:56]1[C:60]2=[N:61][CH:62]=[C:63]([NH:79][C:16]([C:3]3[C:2]([NH2:1])=[N:7][CH:6]=[C:5]([C:8]4[C:9]([F:15])=[CH:10][CH:11]=[CH:12][C:13]=4[F:14])[N:4]=3)=[O:18])[C:64]([N:65]3[CH2:70][CH2:69][CH2:68][C@H:67]([NH:71][C:72]([O:74][C:75]([CH3:78])([CH3:77])[CH3:76])=[O:73])[CH2:66]3)=[C:59]2[CH2:58][CH2:57]1)(=[O:54])[CH3:53]. The yield is 0.410. (4) The product is [Si:1]([O:8][C@@H:9]([CH2:18][CH2:19][CH2:20][CH2:21][CH2:22][CH2:23][CH2:24][CH3:25])[CH2:10][CH2:11][CH2:12][CH2:13][CH2:14][CH2:15][C:16]([OH:27])=[O:17])([C:4]([CH3:7])([CH3:6])[CH3:5])([CH3:2])[CH3:3]. The yield is 0.957. The catalyst is C(O)(C)(C)C.O.CC(O)=O.CCOC(C)=O.CCCCCCC. The reactants are [Si:1]([O:8][C@@H:9]([CH2:18][CH2:19][CH2:20][CH2:21][CH2:22][CH2:23][CH2:24][CH3:25])[CH2:10][CH2:11][CH2:12][CH2:13][CH2:14][CH2:15][CH:16]=[O:17])([C:4]([CH3:7])([CH3:6])[CH3:5])([CH3:3])[CH3:2].Cl([O-])=[O:27].[Na+].P([O-])(O)(O)=O.[Na+].[Si](C=[N+]=[N-])(C)(C)C. (5) The reactants are [N:1]([O-])=O.[Na+].[F:5][C:6]1[CH:12]=[C:11]([I:13])[CH:10]=[CH:9][C:7]=1[NH2:8].Cl.[CH3:15][O:16][CH2:17][C:18](=[O:24])[CH2:19][C:20]([O:22][CH3:23])=[O:21].CC([O-])=O.[Na+]. The catalyst is O.CO. The product is [F:5][C:6]1[CH:12]=[C:11]([I:13])[CH:10]=[CH:9][C:7]=1[NH:8][N:1]=[C:19]([C:18](=[O:24])[CH2:17][O:16][CH3:15])[C:20]([O:22][CH3:23])=[O:21]. The yield is 0.800. (6) The reactants are [Cl:1][C:2]1[CH:3]=[C:4]([C:11]#N)[CH:5]=[C:6]2[C:10]=1[NH:9][N:8]=[CH:7]2.[OH2:13].[OH-:14].[K+]. The catalyst is C(O)C. The product is [Cl:1][C:2]1[CH:3]=[C:4]([C:11]([OH:14])=[O:13])[CH:5]=[C:6]2[C:10]=1[NH:9][N:8]=[CH:7]2. The yield is 0.600.